Task: Predict which catalyst facilitates the given reaction.. Dataset: Catalyst prediction with 721,799 reactions and 888 catalyst types from USPTO (1) Reactant: N1CCCCC1.[C:7]([O:15][CH2:16][CH3:17])(=[O:14])[CH2:8][C:9]([O:11][CH2:12][CH3:13])=[O:10].CO[CH2:20][O:21][C:22]1[CH:29]=[CH:28][C:25]([CH:26]=O)=[CH:24][CH:23]=1.C(OCC)(=O)C. The catalyst class is: 8. Product: [CH3:20][O:21][C:22]1[CH:29]=[CH:28][C:25]([CH:26]=[C:8]([C:9]([O:11][CH2:12][CH3:13])=[O:10])[C:7]([O:15][CH2:16][CH3:17])=[O:14])=[CH:24][CH:23]=1. (2) Reactant: [NH2:1][C:2]1[C:3]2[C:10]([C:11]#[N:12])=[C:9](Br)[N:8]([C@@H:14]3[O:22][C@H:21]([CH2:23][O:24]C(=O)C4C=CC=CC=4)[C@@H:20]([CH3:33])[C@H:15]3[O:16]C(=O)C)[C:4]=2[N:5]=[CH:6][N:7]=1.C([O-])=[O:35].[NH4+]. Product: [NH2:1][C:2]1[C:3]2[C:10]([C:11]([NH2:12])=[O:35])=[CH:9][N:8]([C@@H:14]3[O:22][C@H:21]([CH2:23][OH:24])[C@@H:20]([CH3:33])[C@H:15]3[OH:16])[C:4]=2[N:5]=[CH:6][N:7]=1. The catalyst class is: 50. (3) Reactant: [C:1]([C:5]1[CH:38]=[CH:37][C:8]([C:9]([C:11]2[C:12]([C:28]3[CH:36]=[CH:35][C:31]([C:32](O)=[O:33])=[CH:30][CH:29]=3)=[N:13][O:14][C:15]=2[C:16]2[CH:21]=[CH:20][C:19]([CH:22]3[CH2:27][CH2:26][CH2:25][CH2:24][CH2:23]3)=[CH:18][CH:17]=2)=[O:10])=[CH:7][CH:6]=1)([CH3:4])([CH3:3])[CH3:2].C1C=NC2N(O)N=NC=2C=1.CCN=C=NCCCN(C)C.Cl.[CH3:61][O:62][C:63](=[O:67])[CH2:64][CH2:65][NH2:66].CCN(C(C)C)C(C)C. Product: [CH3:61][O:62][C:63](=[O:67])[CH2:64][CH2:65][NH:66][C:32](=[O:33])[C:31]1[CH:35]=[CH:36][C:28]([C:12]2[C:11]([C:9](=[O:10])[C:8]3[CH:37]=[CH:38][C:5]([C:1]([CH3:4])([CH3:3])[CH3:2])=[CH:6][CH:7]=3)=[C:15]([C:16]3[CH:21]=[CH:20][C:19]([CH:22]4[CH2:27][CH2:26][CH2:25][CH2:24][CH2:23]4)=[CH:18][CH:17]=3)[O:14][N:13]=2)=[CH:29][CH:30]=1. The catalyst class is: 39. (4) Reactant: [Br:1][C:2]1[N:7]=[C:6]([C@:8]2([CH3:28])[C@@H:13]([F:14])[C@H:12]([C:15]([F:18])([F:17])[F:16])[O:11][C:10]([NH:19][C:20](=[O:27])[C:21]3[CH:26]=[CH:25][CH:24]=[CH:23][CH:22]=3)=[N:9]2)[C:5]([F:29])=[CH:4][CH:3]=1.[C:30](O[C:30]([O:32][C:33]([CH3:36])([CH3:35])[CH3:34])=[O:31])([O:32][C:33]([CH3:36])([CH3:35])[CH3:34])=[O:31].C(N(CC)CC)C. Product: [C:20]([N:19]([C:10]1[O:11][C@H:12]([C:15]([F:18])([F:17])[F:16])[C@H:13]([F:14])[C@:8]([C:6]2[C:5]([F:29])=[CH:4][CH:3]=[C:2]([Br:1])[N:7]=2)([CH3:28])[N:9]=1)[C:30](=[O:31])[O:32][C:33]([CH3:36])([CH3:35])[CH3:34])(=[O:27])[C:21]1[CH:26]=[CH:25][CH:24]=[CH:23][CH:22]=1. The catalyst class is: 453.